This data is from Forward reaction prediction with 1.9M reactions from USPTO patents (1976-2016). The task is: Predict the product of the given reaction. (1) Given the reactants [C:1](OC(=O)C)(=O)C.C(O)=O.[C:11]([CH2:14][C:15]1[CH:23]=[C:22]([O:24][CH3:25])[CH:21]=[CH:20][C:16]=1[C:17]([OH:19])=[O:18])([OH:13])=[O:12].N1C=CC=CC=1, predict the reaction product. The product is: [CH3:25][O:24][C:22]1[CH:23]=[C:15]2[C:16](=[CH:20][CH:21]=1)[C:17](=[O:19])[O:18][CH:1]=[C:14]2[C:11]([OH:13])=[O:12]. (2) Given the reactants C1(S(O)(=O)=O)C=CC=CC=1.[Cl:11][C:12]1[CH:13]=[C:14]([N:19]2[CH2:25][C@@H:24]3[C@@H:21]([CH2:22][NH:23]3)[CH2:20]2)[CH:15]=[N:16][C:17]=1[Cl:18].[OH-].[K+], predict the reaction product. The product is: [Cl:11][C:12]1[CH:13]=[C:14]([N:19]2[CH2:25][C@@H:24]3[C@@H:21]([CH2:22][NH:23]3)[CH2:20]2)[CH:15]=[N:16][C:17]=1[Cl:18]. (3) Given the reactants [Cl:1][C:2]1[CH:7]=[CH:6][C:5]([O:8][C:9]2[CH:14]=[CH:13][C:12]([CH2:15][CH2:16][O:17][C:18]3[NH:19][CH:20]=[C:21]([CH2:25][C:26]4[CH:27]=[N:28][N:29]([CH3:31])[CH:30]=4)[C:22](=[O:24])[N:23]=3)=[CH:11][CH:10]=2)=[CH:4][C:3]=1[C:32]([F:35])([F:34])[F:33].[CH3:36]CN(C(C)C)C(C)C.CI, predict the reaction product. The product is: [Cl:1][C:2]1[CH:7]=[CH:6][C:5]([O:8][C:9]2[CH:14]=[CH:13][C:12]([CH2:15][CH2:16][O:17][C:18]3[N:19]([CH3:36])[CH:20]=[C:21]([CH2:25][C:26]4[CH:27]=[N:28][N:29]([CH3:31])[CH:30]=4)[C:22](=[O:24])[N:23]=3)=[CH:11][CH:10]=2)=[CH:4][C:3]=1[C:32]([F:35])([F:33])[F:34]. (4) Given the reactants [N:1]1[N:5]2[C:9](=[O:10])[C:4]3[N:5]([N:1]=[CH:2][CH:3]=3)[C:9](=[O:10])[C:4]2=[CH:3][CH:2]=1.[Cl:15][C:16]1[CH:22]=[CH:21][CH:20]=[CH:19][C:17]=1[NH2:18].CCO.CCCC(C)C, predict the reaction product. The product is: [Cl:15][C:16]1[CH:22]=[CH:21][CH:20]=[CH:19][C:17]=1[NH:18][C:9]([C:4]1[CH:3]=[CH:2][NH:1][N:5]=1)=[O:10]. (5) Given the reactants [CH2:1]([O:3][C:4]([C:6]1[N:7]=[C:8]2[C:13]([C:14]([F:17])([F:16])[F:15])=[CH:12][C:11]([C:18]3[CH:23]=[CH:22][CH:21]=[CH:20][CH:19]=3)=[CH:10][N:9]2[C:24]=1Br)=[O:5])[CH3:2].Cl[C:27]([F:33])([F:32])C(OC)=O.[F-:34].[K+], predict the reaction product. The product is: [CH2:1]([O:3][C:4]([C:6]1[N:7]=[C:8]2[C:13]([C:14]([F:17])([F:16])[F:15])=[CH:12][C:11]([C:18]3[CH:23]=[CH:22][CH:21]=[CH:20][CH:19]=3)=[CH:10][N:9]2[C:24]=1[C:27]([F:33])([F:34])[F:32])=[O:5])[CH3:2]. (6) Given the reactants [CH3:1][N:2]1[C:10]2[C:5](=[CH:6][C:7]([CH3:11])=[CH:8][CH:9]=2)[C:4]([C:12]([N:14]2[CH2:19][CH2:18][N:17]([C:20]3[N:21]=[CH:22][C:23]([C:26](O)=[O:27])=[N:24][CH:25]=3)[CH2:16][CH2:15]2)=[O:13])=[C:3]1[C:29]1[CH:34]=[CH:33][CH:32]=[CH:31][CH:30]=1.[NH2:35][CH2:36][C:37]1[CH:42]=[CH:41][N:40]=[CH:39][CH:38]=1.Cl.OC1C2N=NNC=2C=CC=1, predict the reaction product. The product is: [CH3:1][N:2]1[C:10]2[C:5](=[CH:6][C:7]([CH3:11])=[CH:8][CH:9]=2)[C:4]([C:12]([N:14]2[CH2:15][CH2:16][N:17]([C:20]3[N:21]=[CH:22][C:23]([C:26]([NH:35][CH2:36][C:37]4[CH:42]=[CH:41][N:40]=[CH:39][CH:38]=4)=[O:27])=[N:24][CH:25]=3)[CH2:18][CH2:19]2)=[O:13])=[C:3]1[C:29]1[CH:34]=[CH:33][CH:32]=[CH:31][CH:30]=1. (7) Given the reactants Cl[C:2]1[N:10]=[CH:9][N:8]=[C:7]2[C:3]=1[N:4]=[CH:5][N:6]2[C@@H:11]1[O:24][C@H:23]([CH2:25][O:26][C:27]([C:40]2[CH:45]=[CH:44][CH:43]=[CH:42][CH:41]=2)([C:34]2[CH:39]=[CH:38][CH:37]=[CH:36][CH:35]=2)[C:28]2[CH:33]=[CH:32][CH:31]=[CH:30][CH:29]=2)[C@@H:13]([O:14]C(=O)C2C=CC=CC=2)[C@@H:12]1[F:46].[NH3:47], predict the reaction product. The product is: [C:27]([O:26][CH2:25][C@H:23]1[O:24][C@@H:11]([N:6]2[CH:5]=[N:4][C:3]3[C:7]2=[N:8][CH:9]=[N:10][C:2]=3[NH2:47])[C@@H:12]([F:46])[C@@H:13]1[OH:14])([C:40]1[CH:41]=[CH:42][CH:43]=[CH:44][CH:45]=1)([C:34]1[CH:35]=[CH:36][CH:37]=[CH:38][CH:39]=1)[C:28]1[CH:29]=[CH:30][CH:31]=[CH:32][CH:33]=1.